This data is from Forward reaction prediction with 1.9M reactions from USPTO patents (1976-2016). The task is: Predict the product of the given reaction. Given the reactants [CH2:1]([N:4]1[CH2:8][CH2:7][CH2:6][CH2:5]1)[C:2]#[CH:3].C(NC(C)C)(C)C.I[C:17]1[CH:22]=[CH:21][C:20](/[C:23](/[C:40]2[CH:45]=[CH:44][C:43]([C:46]3[S:47][C:48]([CH3:51])=[CH:49][CH:50]=3)=[CH:42][CH:41]=2)=[CH:24]\[CH2:25][O:26][C:27]2[CH:38]=[CH:37][C:30]([O:31][CH2:32][C:33]([O:35][CH3:36])=[O:34])=[C:29]([CH3:39])[CH:28]=2)=[CH:19][CH:18]=1, predict the reaction product. The product is: [CH3:39][C:29]1[CH:28]=[C:27]([O:26][CH2:25]/[CH:24]=[C:23](/[C:40]2[CH:41]=[CH:42][C:43]([C:46]3[S:47][C:48]([CH3:51])=[CH:49][CH:50]=3)=[CH:44][CH:45]=2)\[C:20]2[CH:21]=[CH:22][C:17]([C:3]#[C:2][CH2:1][N:4]3[CH2:8][CH2:7][CH2:6][CH2:5]3)=[CH:18][CH:19]=2)[CH:38]=[CH:37][C:30]=1[O:31][CH2:32][C:33]([O:35][CH3:36])=[O:34].